This data is from Catalyst prediction with 721,799 reactions and 888 catalyst types from USPTO. The task is: Predict which catalyst facilitates the given reaction. (1) Reactant: [Cl:1][C:2]1[CH:7]=[CH:6][C:5]([N:8]=[C:9]=[S:10])=[CH:4][CH:3]=1.[CH3:11][CH:12]1[CH2:17][NH:16][CH2:15][CH2:14][NH:13]1. Product: [Cl:1][C:2]1[CH:7]=[CH:6][C:5]([NH:8][C:9]([N:16]2[CH2:15][CH2:14][NH:13][CH:12]([CH3:11])[CH2:17]2)=[S:10])=[CH:4][CH:3]=1. The catalyst class is: 4. (2) Reactant: Cl[C:2]1[CH:7]=[C:6]([Cl:8])[N:5]=[CH:4][N:3]=1.[CH3:9][N:10]1[CH2:15][CH2:14][NH:13][CH2:12][CH2:11]1. Product: [Cl:8][C:6]1[CH:7]=[C:2]([N:13]2[CH2:14][CH2:15][N:10]([CH3:9])[CH2:11][CH2:12]2)[N:3]=[CH:4][N:5]=1. The catalyst class is: 1. (3) Product: [NH2:1][C:2]1[CH:3]=[CH:4][C:5]([CH:8]2[CH2:13][C:12]([CH3:14])([CH3:15])[O:11][C:10]([CH3:23])([C:16]([O:18][CH2:19][CH2:20][CH2:21][CH3:22])=[O:17])[CH2:9]2)=[N:6][C:7]=1[Br:24]. The catalyst class is: 10. Reactant: [NH2:1][C:2]1[CH:3]=[CH:4][C:5]([CH:8]2[CH2:13][C:12]([CH3:15])([CH3:14])[O:11][C:10]([CH3:23])([C:16]([O:18][CH2:19][CH2:20][CH2:21][CH3:22])=[O:17])[CH2:9]2)=[N:6][CH:7]=1.[Br:24]N1C(=O)CCC1=O. (4) Reactant: C(OC(=O)[NH:7][CH:8]1[CH2:13][CH2:12][N:11]([CH2:14][C:15]2[C:23]3[C:18](=[CH:19][C:20]([O:24][C:25]4[S:26][C:27]5[CH:33]=[CH:32][CH:31]=[CH:30][C:28]=5[N:29]=4)=[CH:21][CH:22]=3)[NH:17][CH:16]=2)[CH2:10][CH2:9]1)(C)(C)C.[ClH:35]. Product: [ClH:35].[ClH:35].[S:26]1[C:27]2[CH:33]=[CH:32][CH:31]=[CH:30][C:28]=2[N:29]=[C:25]1[O:24][C:20]1[CH:19]=[C:18]2[C:23]([C:15]([CH2:14][N:11]3[CH2:12][CH2:13][CH:8]([NH2:7])[CH2:9][CH2:10]3)=[CH:16][NH:17]2)=[CH:22][CH:21]=1. The catalyst class is: 135. (5) Reactant: [CH3:1][C:2]1[CH:3]=[C:4]([NH2:9])[CH:5]=[C:6]([CH3:8])[CH:7]=1.[C:10](OC(=O)C)(=[O:12])[CH3:11].C(N(CC)CC)C. Product: [CH3:1][C:2]1[CH:3]=[C:4]([NH:9][C:10](=[O:12])[CH3:11])[CH:5]=[C:6]([CH3:8])[CH:7]=1. The catalyst class is: 2.